Dataset: Forward reaction prediction with 1.9M reactions from USPTO patents (1976-2016). Task: Predict the product of the given reaction. (1) Given the reactants [CH2:1]1[CH:5]2[CH:6]3[CH:10]=[CH:9][CH:8]([CH:4]2[CH:3]=[CH:2]1)[CH2:7]3.ClC(Cl)(Cl)C(Cl)(Cl)Cl.C1(C#C)C=CC=CC=1, predict the reaction product. The product is: [CH2:1]1[CH:5]2[C@@H:6]3[CH:10]=[CH:9][C@H:8]([CH:4]2[CH:3]=[CH:2]1)[CH2:7]3. (2) The product is: [ClH:28].[CH3:3][O:4][C:17](=[O:50])[C@@H:18]([NH2:29])[CH2:19][NH:20][C:21]([C:23]1[S:24][C:25]([Cl:28])=[CH:26][CH:27]=1)=[O:22]. Given the reactants FC(F)(F)[C:3](O)=[O:4].C1(N2CCN([C:17](=[O:50])[C@@H:18]([NH:29]S(C3C=CC=C(N4CCCCC4=O)C=3OC(F)F)(=O)=O)[CH2:19][NH:20][C:21]([C:23]3[S:24][C:25]([Cl:28])=[CH:26][CH:27]=3)=[O:22])CC2)CC1.Cl, predict the reaction product. (3) Given the reactants [NH2:1][C:2]1[C:20]([Br:21])=[CH:19][C:5]([CH2:6][C@H:7]([C:16]([OH:18])=O)[NH:8][C:9]([O:11][C:12]([CH3:15])([CH3:14])[CH3:13])=[O:10])=[CH:4][C:3]=1[Br:22].[N:23]1[CH:28]=[CH:27][C:26]([N:29]2[CH2:34][CH2:33][NH:32][CH2:31][CH2:30]2)=[N:25][CH:24]=1.CN(C(ON1N=NC2C=CC=CC1=2)=[N+](C)C)C.[B-](F)(F)(F)F, predict the reaction product. The product is: [NH2:1][C:2]1[C:3]([Br:22])=[CH:4][C:5]([CH2:6][C@H:7]([C:16]([N:32]2[CH2:33][CH2:34][N:29]([C:26]3[CH:27]=[CH:28][N:23]=[CH:24][N:25]=3)[CH2:30][CH2:31]2)=[O:18])[NH:8][C:9]([O:11][C:12]([CH3:13])([CH3:14])[CH3:15])=[O:10])=[CH:19][C:20]=1[Br:21].